This data is from Reaction yield outcomes from USPTO patents with 853,638 reactions. The task is: Predict the reaction yield, written as a fraction of the theoretical maximum amount of product (1.0 means a 100% yield; for example, 0.34 means a 34% yield). (1) The reactants are [CH:1]1[C:14]2[C:13](=[CH:15][C:16]([NH:18][CH2:19][CH2:20][CH2:21][CH2:22][CH2:23][C:24]([OH:26])=O)=[O:17])[C:12]3[C:7](=[CH:8][CH:9]=[CH:10][CH:11]=3)[O:6][C:5]=2[CH:4]=[CH:3][CH:2]=1.Cl.C(N=C=NCCCN(C)C)C.O[C:40]1[C:48]2[N:47]=N[NH:45][C:44]=2[CH:43]=[CH:42][CH:41]=1.C(N(CC)CC)C.C1(N)C=CC=CC=1N. The catalyst is [Cl-].[Na+].O.CN(C=O)C. The product is [CH:11]1[C:12]2[C:13](=[CH:15][C:16]([NH:18][CH2:19][CH2:20][CH2:21][CH2:22][CH2:23][C:24]([NH:45][C:44]3[CH:43]=[CH:42][CH:41]=[CH:40][C:48]=3[NH2:47])=[O:26])=[O:17])[C:14]3[C:1](=[CH:2][CH:3]=[CH:4][CH:5]=3)[O:6][C:7]=2[CH:8]=[CH:9][CH:10]=1. The yield is 0.760. (2) The reactants are [NH2:1][C:2]1[CH:11]=[C:10]([Cl:12])[CH:9]=[CH:8][C:3]=1[C:4]([O:6]C)=O.[C:13]([C:19]([O:21][CH3:22])=[O:20])#[C:14][C:15]([O:17][CH3:18])=[O:16].CC(C)([O-])C.[K+]. The catalyst is C(O)(C)(C)C. The product is [Cl:12][C:10]1[CH:11]=[C:2]2[C:3]([C:4]([OH:6])=[C:13]([C:19]([O:21][CH3:22])=[O:20])[C:14]([C:15]([O:17][CH3:18])=[O:16])=[N:1]2)=[CH:8][CH:9]=1. The yield is 0.470. (3) The reactants are O/[CH:2]=[C:3]1/[CH2:4][C@:5]2([C:19]3[CH:24]=[CH:23][CH:22]=[CH:21][CH:20]=3)[C:14]3[N:13]=[CH:12][N:11]=[CH:10][C:9]=3[CH2:8][CH2:7][C@H:6]2[C@H:15]([CH3:18])[C:16]/1=[O:17].Cl.[NH2:26]O.C(=O)(O)[O-].[Na+]. The catalyst is C(O)C.O. The product is [CH3:18][C@H:15]1[C@@H:6]2[CH2:7][CH2:8][C:9]3[CH:10]=[N:11][CH:12]=[N:13][C:14]=3[C@@:5]2([C:19]2[CH:24]=[CH:23][CH:22]=[CH:21][CH:20]=2)[CH2:4][C:3]2[CH:2]=[N:26][O:17][C:16]1=2. The yield is 0.480. (4) The reactants are [Cl:1][C:2]1[CH:3]=[CH:4][CH:5]=[C:6]([NH2:11])[C:7]=1[C:8]([OH:10])=O.[CH2:12]([O:14][CH:15]([O:20][CH2:21][CH3:22])[C:16](=[NH:19])OC)[CH3:13]. The catalyst is CCO. The product is [Cl:1][C:2]1[CH:3]=[CH:4][CH:5]=[C:6]2[C:7]=1[C:8](=[O:10])[NH:19][C:16]([CH:15]([O:20][CH2:21][CH3:22])[O:14][CH2:12][CH3:13])=[N:11]2. The yield is 0.600.